The task is: Predict the reactants needed to synthesize the given product.. This data is from Full USPTO retrosynthesis dataset with 1.9M reactions from patents (1976-2016). Given the product [C:9]([O:13][C:14]([NH:15][C@@H:16]([CH2:20][CH2:19][S:8][C:3]1[CH:4]=[CH:5][CH:6]=[CH:7][N:2]=1)[C:17]([OH:21])=[O:18])=[O:22])([CH3:12])([CH3:11])[CH3:10], predict the reactants needed to synthesize it. The reactants are: [Na].[N:2]1[CH:7]=[CH:6][CH:5]=[CH:4][C:3]=1[SH:8].[C:9]([O:13][C:14](=[O:22])[NH:15][C@@H:16]1[CH2:20][CH2:19][O:18][C:17]1=[O:21])([CH3:12])([CH3:11])[CH3:10].